Dataset: Reaction yield outcomes from USPTO patents with 853,638 reactions. Task: Predict the reaction yield, written as a fraction of the theoretical maximum amount of product (1.0 means a 100% yield; for example, 0.34 means a 34% yield). (1) The reactants are Cl[C:2]1[N:7]=[C:6]([C:8]2[N:12]3[CH:13]=[CH:14][CH:15]=[CH:16][C:11]3=[N:10][C:9]=2[C:17]2[CH:18]=[C:19]([CH:31]=[CH:32][CH:33]=2)[C:20]([NH:22][C:23]2[C:28]([F:29])=[CH:27][CH:26]=[CH:25][C:24]=2[F:30])=[O:21])[CH:5]=[CH:4][N:3]=1.[CH3:34][O:35][C:36]1[CH:42]=[C:41]([CH2:43][CH2:44][CH2:45][N:46]2[CH2:51][CH2:50][CH2:49][CH2:48][CH2:47]2)[CH:40]=[CH:39][C:37]=1[NH2:38].C1(C)C=CC(S(O)(=O)=O)=CC=1.C[O-].[Na+]. The catalyst is C(Cl)Cl.CC(O)C. The product is [F:30][C:24]1[CH:25]=[CH:26][CH:27]=[C:28]([F:29])[C:23]=1[NH:22][C:20](=[O:21])[C:19]1[CH:31]=[CH:32][CH:33]=[C:17]([C:9]2[N:10]=[C:11]3[CH:16]=[CH:15][CH:14]=[CH:13][N:12]3[C:8]=2[C:6]2[CH:5]=[CH:4][N:3]=[C:2]([NH:38][C:37]3[CH:39]=[CH:40][C:41]([CH2:43][CH2:44][CH2:45][N:46]4[CH2:47][CH2:48][CH2:49][CH2:50][CH2:51]4)=[CH:42][C:36]=3[O:35][CH3:34])[N:7]=2)[CH:18]=1. The yield is 0.370. (2) The reactants are [Cl:1][C:2]1[CH:10]=[CH:9][C:5]([C:6]([OH:8])=[O:7])=[CH:4][C:3]=1[O:11][CH3:12].[Br:13]Br. The catalyst is CC(O)=O.O. The product is [Br:13][C:9]1[CH:10]=[C:2]([Cl:1])[C:3]([O:11][CH3:12])=[CH:4][C:5]=1[C:6]([OH:8])=[O:7]. The yield is 0.700. (3) The reactants are Br[C:2]1[CH:9]=[CH:8][C:5]([C:6]#[N:7])=[C:4]([O:10][CH3:11])[CH:3]=1.C([O:15][B:16](OC(C)C)[O:17]C(C)C)(C)C.C([Li])CCC.Cl. The catalyst is O.C1COCC1. The product is [C:6]([C:5]1[CH:8]=[CH:9][C:2]([B:16]([OH:17])[OH:15])=[CH:3][C:4]=1[O:10][CH3:11])#[N:7]. The yield is 0.550. (4) The reactants are [F:1][C:2]1[CH:35]=[CH:34][C:5]([O:6][CH2:7][CH2:8][N:9]2[C@@H:18]([C:19]([NH:21][C@H:22]([C:24]3[CH:33]=[CH:32][C:27]([C:28]([O:30]C)=[O:29])=[CH:26][CH:25]=3)[CH3:23])=[O:20])[CH2:17][C:16]3[C:11](=[CH:12][CH:13]=[CH:14][CH:15]=3)[CH2:10]2)=[CH:4][CH:3]=1.[OH-].[Na+].[ClH:38].O1CCOCC1. The catalyst is CO.O1CCCC1. The product is [ClH:38].[F:1][C:2]1[CH:3]=[CH:4][C:5]([O:6][CH2:7][CH2:8][N:9]2[C@@H:18]([C:19]([NH:21][C@H:22]([C:24]3[CH:25]=[CH:26][C:27]([C:28]([OH:30])=[O:29])=[CH:32][CH:33]=3)[CH3:23])=[O:20])[CH2:17][C:16]3[C:11](=[CH:12][CH:13]=[CH:14][CH:15]=3)[CH2:10]2)=[CH:34][CH:35]=1. The yield is 0.930. (5) The reactants are [NH2:1][C:2]1[CH:10]=[CH:9][CH:8]=[C:7]([Cl:11])[C:3]=1[C:4]([OH:6])=[O:5].[CH2:12]=O.C[O-].[Na+].[BH4-].[Na+]. The catalyst is CO. The product is [ClH:11].[Cl:11][C:7]1[CH:8]=[CH:9][CH:10]=[C:2]([NH:1][CH3:12])[C:3]=1[C:4]([OH:6])=[O:5]. The yield is 0.800. (6) The product is [F:1][C:2]1([F:48])[CH2:7][CH2:6][CH:5]([C:8]2[C:17]3[CH:16]([OH:18])[CH2:15][C:14]([CH3:29])([CH3:28])[CH2:13][C:12]=3[N:11]=[C:10]([CH:30]3[CH2:35][CH2:34][N:33]([C:50]4[N:55]=[CH:54][C:53]([O:56][CH3:57])=[CH:52][N:51]=4)[CH2:32][CH2:31]3)[C:9]=2[CH:36]([F:47])[C:37]2[CH:42]=[CH:41][C:40]([C:43]([F:46])([F:45])[F:44])=[CH:39][CH:38]=2)[CH2:4][CH2:3]1. The reactants are [F:1][C:2]1([F:48])[CH2:7][CH2:6][CH:5]([C:8]2[C:17]3[CH:16]([O:18]CC4C=CC(OC)=CC=4)[CH2:15][C:14]([CH3:29])([CH3:28])[CH2:13][C:12]=3[N:11]=[C:10]([CH:30]3[CH2:35][CH2:34][NH:33][CH2:32][CH2:31]3)[C:9]=2[CH:36]([F:47])[C:37]2[CH:42]=[CH:41][C:40]([C:43]([F:46])([F:45])[F:44])=[CH:39][CH:38]=2)[CH2:4][CH2:3]1.Cl[C:50]1[N:55]=[CH:54][C:53]([O:56][CH3:57])=[CH:52][N:51]=1.Cl.C(=O)([O-])O.[Na+]. The yield is 0.450. The catalyst is O1CCOCC1. (7) The reactants are [CH3:1][O:2][C:3]1[CH:8]=[CH:7][CH:6]=[CH:5][C:4]=1[S:9]([N:12]([CH3:25])[C:13]1[CH:14]=[CH:15][CH:16]=[C:17]2[C:21]=1[NH:20][C:19]([C:22](=[S:24])[NH2:23])=[CH:18]2)(=[O:11])=[O:10].[C:26]([O:31][CH2:32][CH3:33])(=[O:30])[C:27]#[C:28][CH3:29].C(P(CCCC)CCCC)CCC.C1(C)C=CC=CC=1. The catalyst is O1CCCC1. The product is [CH3:1][O:2][C:3]1[CH:8]=[CH:7][CH:6]=[CH:5][C:4]=1[S:9]([N:12]([CH3:25])[C:13]1[CH:14]=[CH:15][CH:16]=[C:17]2[C:21]=1[NH:20][C:19]([C:22]1[S:24][CH:28]([CH2:27][C:26]([O:31][CH2:32][CH3:33])=[O:30])[CH2:29][N:23]=1)=[CH:18]2)(=[O:11])=[O:10]. The yield is 0.410. (8) The reactants are C(O[C:4](=[O:13])[C:5]1[CH:10]=[CH:9][C:8]([NH2:11])=[N:7][C:6]=1[NH2:12])C.[OH-].[Na+].Cl.C(N(CC)CC)C.F[P-](F)(F)(F)(F)F.N1(O[P+](N(C)C)(N(C)C)N(C)C)C2C=CC=CC=2N=N1.[O:51]([C:58]1[S:62][C:61]([CH2:63][NH2:64])=[CH:60][CH:59]=1)[C:52]1[CH:57]=[CH:56][CH:55]=[CH:54][CH:53]=1. The catalyst is C(O)C.[Cl-].[Na+].O. The product is [NH2:12][C:6]1[N:7]=[C:8]([NH2:11])[CH:9]=[CH:10][C:5]=1[C:4]([NH:64][CH2:63][C:61]1[S:62][C:58]([O:51][C:52]2[CH:53]=[CH:54][CH:55]=[CH:56][CH:57]=2)=[CH:59][CH:60]=1)=[O:13]. The yield is 0.250. (9) The reactants are F[C:2]1[CH:9]=[CH:8][C:5]([CH:6]=[O:7])=[CH:4][CH:3]=1.C([O-])([O-])=O.[K+].[K+].[NH:16]1[CH:20]=[N:19][CH:18]=[N:17]1. The catalyst is CN(C=O)C.O. The product is [N:16]1([C:2]2[CH:9]=[CH:8][C:5]([CH:6]=[O:7])=[CH:4][CH:3]=2)[CH:20]=[N:19][CH:18]=[N:17]1. The yield is 0.650.